Dataset: Reaction yield outcomes from USPTO patents with 853,638 reactions. Task: Predict the reaction yield, written as a fraction of the theoretical maximum amount of product (1.0 means a 100% yield; for example, 0.34 means a 34% yield). (1) The reactants are [CH:1]([C:3]1[O:7][C:6]([C:8]([OH:10])=[O:9])=[CH:5][CH:4]=1)=O.Cl.[NH2:12]O.C(OC(=O)C)(=O)C. The catalyst is N1C=CC=CC=1. The product is [C:1]([C:3]1[O:7][C:6]([C:8]([OH:10])=[O:9])=[CH:5][CH:4]=1)#[N:12]. The yield is 0.760. (2) The reactants are [CH:1]1([C:7]2[CH:15]=[CH:14][C:10]([C:11]([OH:13])=O)=[CH:9][CH:8]=2)[CH2:6][CH2:5][CH2:4][CH2:3][CH2:2]1.[CH:16]1[CH:17]=[CH:18][N:19]2[CH2:25][C:24]3[CH:26]=[CH:27][CH:28]=[CH:29][C:23]=3[NH:22][CH2:21][C:20]=12.C(N(CC)C(C)C)(C)C. The catalyst is S(Cl)(Cl)=O.ClCCl. The product is [CH:1]1([C:7]2[CH:8]=[CH:9][C:10]([C:11]([N:22]3[C:23]4[CH:29]=[CH:28][CH:27]=[CH:26][C:24]=4[CH2:25][N:19]4[CH:18]=[CH:17][CH:16]=[C:20]4[CH2:21]3)=[O:13])=[CH:14][CH:15]=2)[CH2:2][CH2:3][CH2:4][CH2:5][CH2:6]1. The yield is 0.661. (3) The reactants are [F:1][C:2]1[CH:3]=[CH:4][C:5]([N+:9]([O-:11])=[O:10])=[C:6]([OH:8])[CH:7]=1.C(=O)([O-])[O-].[K+].[K+].COC(=O)[C:21](Cl)([F:23])[F:22].O. The catalyst is CN(C=O)C. The product is [F:22][CH:21]([F:23])[O:8][C:6]1[CH:7]=[C:2]([F:1])[CH:3]=[CH:4][C:5]=1[N+:9]([O-:11])=[O:10]. The yield is 0.750. (4) The product is [C:2]([O:4][C:11](=[O:12])[C:10]1[CH:14]=[CH:15][CH:16]=[C:8]([Br:7])[CH:9]=1)([CH3:5])([CH3:3])[CH3:1]. The reactants are [CH3:1][C:2]([CH3:5])([O-:4])[CH3:3].[K+].[Br:7][C:8]1[CH:9]=[C:10]([CH:14]=[CH:15][CH:16]=1)[C:11](Cl)=[O:12]. The yield is 0.960. The catalyst is C1(C)C=CC=CC=1.